From a dataset of Forward reaction prediction with 1.9M reactions from USPTO patents (1976-2016). Predict the product of the given reaction. Given the reactants [NH2:1][C:2]1[CH:7]=[C:6]([CH3:8])[C:5]([Br:9])=[CH:4][N:3]=1.C([O-])([O-])=O.[K+].[K+].Cl[C:17]([O:19][CH2:20][CH2:21]Cl)=[O:18], predict the reaction product. The product is: [Br:9][C:5]1[C:6]([CH3:8])=[CH:7][C:2]([N:1]2[CH2:21][CH2:20][O:19][C:17]2=[O:18])=[N:3][CH:4]=1.